Task: Predict the reaction yield, written as a fraction of the theoretical maximum amount of product (1.0 means a 100% yield; for example, 0.34 means a 34% yield).. Dataset: Reaction yield outcomes from USPTO patents with 853,638 reactions (1) The reactants are [F:1][C:2]1[CH:3]=[C:4]([CH:49]=[C:50]([F:52])[CH:51]=1)[CH2:5][N:6]1[CH:10]=[C:9]([C:11]2[C:19]3[C:14](=[N:15][CH:16]=[C:17]([C:20]4[CH:21]=[CH:22][C:23]([N:26]5[CH2:31][CH2:30][N:29](C(OC(C)(C)C)=O)[CH2:28][CH2:27]5)=[N:24][CH:25]=4)[CH:18]=3)[N:13]([S:39]([C:42]3[CH:48]=[CH:47][C:45]([CH3:46])=[CH:44][CH:43]=3)(=[O:41])=[O:40])[CH:12]=2)[CH:8]=[N:7]1. The catalyst is C(O)(C(F)(F)F)=O.C(Cl)Cl. The product is [F:1][C:2]1[CH:3]=[C:4]([CH:49]=[C:50]([F:52])[CH:51]=1)[CH2:5][N:6]1[CH:10]=[C:9]([C:11]2[C:19]3[C:14](=[N:15][CH:16]=[C:17]([C:20]4[CH:25]=[N:24][C:23]([N:26]5[CH2:27][CH2:28][NH:29][CH2:30][CH2:31]5)=[CH:22][CH:21]=4)[CH:18]=3)[N:13]([S:39]([C:42]3[CH:43]=[CH:44][C:45]([CH3:46])=[CH:47][CH:48]=3)(=[O:40])=[O:41])[CH:12]=2)[CH:8]=[N:7]1. The yield is 0.648. (2) The reactants are [OH:1][C:2]1[CH:6]=[C:5]([C:7]([O:9][CH2:10][CH3:11])=[O:8])[NH:4][N:3]=1.I[CH:13]([CH3:15])[CH3:14].C(=O)([O-])[O-].[K+].[K+].CN(C)C=O. The catalyst is O. The product is [CH:13]([O:1][C:2]1[CH:6]=[C:5]([C:7]([O:9][CH2:10][CH3:11])=[O:8])[NH:4][N:3]=1)([CH3:15])[CH3:14]. The yield is 0.660. (3) The reactants are [CH3:1][O:2][C:3]1[CH:4]=[C:5]2[C:10](=[CH:11][C:12]=1[O:13][CH2:14][CH:15]1[CH2:17][O:16]1)[N:9]=[CH:8][CH:7]=[C:6]2[O:18][C:19]1[C:20]([CH3:29])=[N:21][C:22]2[C:27]([CH:28]=1)=[CH:26][CH:25]=[CH:24][CH:23]=2.FC(F)(F)C(O)=[O:33].[OH-].[Na+]. The catalyst is ClCCl. The product is [CH3:1][O:2][C:3]1[CH:4]=[C:5]2[C:10](=[CH:11][C:12]=1[O:13][CH2:14][CH:15]([OH:16])[CH2:17][OH:33])[N:9]=[CH:8][CH:7]=[C:6]2[O:18][C:19]1[C:20]([CH3:29])=[N:21][C:22]2[C:27]([CH:28]=1)=[CH:26][CH:25]=[CH:24][CH:23]=2. The yield is 0.670. (4) The reactants are [C:1]([O:5][C:6]([NH:8][C@@H:9]([CH3:13])[C:10]([OH:12])=O)=[O:7])([CH3:4])([CH3:3])[CH3:2].Cl.CN(C)CCCN=C=NCC.O.O[N:28]1[C:32]2[CH:33]=[CH:34][CH:35]=[CH:36][C:31]=2N=N1.C(N1CCOCC1)C.C1(N)CCCCC1. The catalyst is C(Cl)Cl. The product is [C:1]([O:5][C:6](=[O:7])[NH:8][C@H:9]([C:10](=[O:12])[NH:28][CH:32]1[CH2:33][CH2:34][CH2:35][CH2:36][CH2:31]1)[CH3:13])([CH3:2])([CH3:3])[CH3:4]. The yield is 0.980. (5) The reactants are [Cl:1][C:2]1[N:7]=[C:6](S(C)=O)[N:5]=[C:4]2[N:11]([C:16]3[C:21]([F:22])=[CH:20][CH:19]=[CH:18][C:17]=3[F:23])[C:12](=[O:15])[NH:13][CH2:14][C:3]=12.[N:24]1([CH:30]2[CH2:35][CH2:34][NH:33][CH2:32][CH2:31]2)[CH2:29][CH2:28][CH2:27][CH2:26][CH2:25]1.C(N(CC)C(C)C)(C)C. The catalyst is C(Cl)Cl. The product is [N:24]1([CH:30]2[CH2:35][CH2:34][N:33]([C:6]3[N:5]=[C:4]4[N:11]([C:16]5[C:21]([F:22])=[CH:20][CH:19]=[CH:18][C:17]=5[F:23])[C:12](=[O:15])[NH:13][CH2:14][C:3]4=[C:2]([Cl:1])[N:7]=3)[CH2:32][CH2:31]2)[CH2:29][CH2:28][CH2:27][CH2:26][CH2:25]1. The yield is 0.830. (6) The reactants are [Cl:1][C:2]1[CH:7]=[CH:6][C:5]([C:8]2[CH:13]=[CH:12][CH:11]=[CH:10][C:9]=2[C@H:14]([O:32][P:33]([O:38][CH2:39][CH3:40])([O:35][CH2:36][CH3:37])=[O:34])[CH:15]2[CH2:20][CH2:19][N:18]([C:21]3[CH:31]=[CH:30][C:24]([C:25]([O:27]CC)=[O:26])=[CH:23][CH:22]=3)[CH2:17][CH2:16]2)=[CH:4][CH:3]=1.[OH-].[Li+]. The catalyst is C1COCC1.CO.O. The product is [Cl:1][C:2]1[CH:7]=[CH:6][C:5]([C:8]2[CH:13]=[CH:12][CH:11]=[CH:10][C:9]=2[C@H:14]([O:32][P:33]([O:35][CH2:36][CH3:37])([O:38][CH2:39][CH3:40])=[O:34])[CH:15]2[CH2:20][CH2:19][N:18]([C:21]3[CH:31]=[CH:30][C:24]([C:25]([OH:27])=[O:26])=[CH:23][CH:22]=3)[CH2:17][CH2:16]2)=[CH:4][CH:3]=1. The yield is 0.860. (7) The reactants are [Cl-].O[NH3+:3].[C:4](=[O:7])([O-])[OH:5].[Na+].CS(C)=O.[CH2:13]([C:17]1[N:18]([CH2:36][C:37]2[CH:42]=[CH:41][C:40]([C:43]3[C:44]([C:49]#[N:50])=[CH:45][CH:46]=[CH:47][CH:48]=3)=[CH:39][CH:38]=2)[C:19](=[O:35])[C:20]([C:24]2[CH:25]=[CH:26][C:27]3[O:31][C:30]([CH3:33])([CH3:32])[CH2:29][C:28]=3[CH:34]=2)=[C:21]([CH3:23])[N:22]=1)[CH2:14][CH2:15][CH3:16]. The catalyst is O. The yield is 0.850. The product is [CH2:13]([C:17]1[N:18]([CH2:36][C:37]2[CH:38]=[CH:39][C:40]([C:43]3[CH:48]=[CH:47][CH:46]=[CH:45][C:44]=3[C:49]3[NH:3][C:4](=[O:7])[O:5][N:50]=3)=[CH:41][CH:42]=2)[C:19](=[O:35])[C:20]([C:24]2[CH:25]=[CH:26][C:27]3[O:31][C:30]([CH3:32])([CH3:33])[CH2:29][C:28]=3[CH:34]=2)=[C:21]([CH3:23])[N:22]=1)[CH2:14][CH2:15][CH3:16].